This data is from Reaction yield outcomes from USPTO patents with 853,638 reactions. The task is: Predict the reaction yield, written as a fraction of the theoretical maximum amount of product (1.0 means a 100% yield; for example, 0.34 means a 34% yield). (1) The reactants are [CH3:1][C:2]1[O:6][C:5]([CH:7]([NH2:13])[C:8]2([CH3:12])[CH2:11][O:10][CH2:9]2)=[CH:4][CH:3]=1.C([O:16][C:17]1[C:18](=[O:37])[C:19](=O)[C:20]=1[NH:21][C:22]1[CH:27]=[CH:26][CH:25]=[C:24]([C:28]([N:30]2[CH2:34][CH2:33][CH2:32][CH2:31]2)=[O:29])[C:23]=1[OH:35])C. The catalyst is CO. The product is [OH:35][C:23]1[C:24]([C:28]([N:30]2[CH2:34][CH2:33][CH2:32][CH2:31]2)=[O:29])=[CH:25][CH:26]=[CH:27][C:22]=1[NH:21][C:20]1[C:17](=[O:16])[C:18](=[O:37])[C:19]=1[NH:13][CH:7]([C:5]1[O:6][C:2]([CH3:1])=[CH:3][CH:4]=1)[C:8]1([CH3:12])[CH2:9][O:10][CH2:11]1. The yield is 0.950. (2) The product is [C:1]([C:3]([C:6]1[S:7][CH:8]=[C:9]([C:11]([OH:13])=[O:12])[N:10]=1)([CH3:5])[CH3:4])#[N:2]. The catalyst is O1CCCC1.CO.O. The yield is 0.530. The reactants are [C:1]([C:3]([C:6]1[S:7][CH:8]=[C:9]([C:11]([O:13]CC)=[O:12])[N:10]=1)([CH3:5])[CH3:4])#[N:2].O.[OH-].[Li+]. (3) The reactants are [O:1]=[C:2]1[C:11]2[C:6](=[CH:7][C:8]([C:12]([O:14]C)=[O:13])=[CH:9][CH:10]=2)[CH:5]=[CH:4][NH:3]1.O1CCCC1.[OH-].[Li+]. The catalyst is O. The product is [O:1]=[C:2]1[C:11]2[C:6](=[CH:7][C:8]([C:12]([OH:14])=[O:13])=[CH:9][CH:10]=2)[CH:5]=[CH:4][NH:3]1. The yield is 0.480. (4) The reactants are C([N-]C(C)C)(C)C.[Li+].[CH2:9]([O:11][C:12](=[O:21])[CH2:13][C:14]1[CH:19]=[CH:18][CH:17]=[C:16]([Cl:20])[CH:15]=1)[CH3:10].I[CH2:23][CH:24]1[CH2:28][CH2:27][CH2:26][CH2:25]1. The catalyst is O1CCCC1.CN(C)P(N(C)C)(N(C)C)=O.CN(C)P(N(C)C)(N(C)C)=O. The product is [CH2:9]([O:11][C:12](=[O:21])[CH:13]([C:14]1[CH:19]=[CH:18][CH:17]=[C:16]([Cl:20])[CH:15]=1)[CH2:23][CH:24]1[CH2:28][CH2:27][CH2:26][CH2:25]1)[CH3:10]. The yield is 0.930. (5) The reactants are [F:1][C:2]1[CH:3]=[N:4][C:5]2[C:10]([C:11]=1[CH2:12][CH2:13][C@H:14]1[O:19][CH2:18][C@H:17]([NH:20]C(=O)OC(C)(C)C)[CH2:16][CH2:15]1)=[N:9][C:8]([O:28][CH3:29])=[CH:7][CH:6]=2.Cl. The catalyst is O1CCOCC1. The product is [F:1][C:2]1[CH:3]=[N:4][C:5]2[C:10]([C:11]=1[CH2:12][CH2:13][C@H:14]1[O:19][CH2:18][C@H:17]([NH2:20])[CH2:16][CH2:15]1)=[N:9][C:8]([O:28][CH3:29])=[CH:7][CH:6]=2. The yield is 1.00. (6) The reactants are [N:1]12[CH2:8][CH2:7][CH:4]([CH2:5][CH2:6]1)[C@H:3]([N:9]1[C:14](=O)[CH2:13][N:12]([CH2:16][C:17]3[CH:22]=[CH:21][CH:20]=[CH:19][CH:18]=3)[CH2:11][C:10]1=O)[CH2:2]2.[H-].[H-].[H-].[H-].[Li+].[Al+3].O.[F-].[K+]. The catalyst is O1CCOCC1.CCOCC. The product is [CH2:16]([N:12]1[CH2:13][CH2:14][N:9]([C@H:3]2[CH:4]3[CH2:5][CH2:6][N:1]([CH2:8][CH2:7]3)[CH2:2]2)[CH2:10][CH2:11]1)[C:17]1[CH:18]=[CH:19][CH:20]=[CH:21][CH:22]=1. The yield is 0.810. (7) The reactants are [S:1]1[C:5]2[CH:6]=[CH:7][CH:8]=[CH:9][C:4]=2[C:3]([C:10]2[CH:11]=[C:12]([CH:15]=[CH:16][CH:17]=2)[CH:13]=[O:14])=[CH:2]1.[H-].[Al+3].[Li+].[H-].[H-].[H-].O.O.O.O.O.O.O.O.O.O.S([O-])([O-])(=O)=O.[Na+].[Na+]. The catalyst is O1CCCC1. The product is [S:1]1[C:5]2[CH:6]=[CH:7][CH:8]=[CH:9][C:4]=2[C:3]([C:10]2[CH:11]=[C:12]([CH2:13][OH:14])[CH:15]=[CH:16][CH:17]=2)=[CH:2]1. The yield is 0.950. (8) The reactants are C(Cl)(=O)C(Cl)=O.CS(C)=O.[N:11]1([CH2:17][C:18]2[CH:23]=[CH:22][C:21]([CH2:24][OH:25])=[CH:20][CH:19]=2)[CH2:16][CH2:15][O:14][CH2:13][CH2:12]1.CCN(CC)CC. The catalyst is C(Cl)Cl.O. The product is [N:11]1([CH2:17][C:18]2[CH:23]=[CH:22][C:21]([CH:24]=[O:25])=[CH:20][CH:19]=2)[CH2:16][CH2:15][O:14][CH2:13][CH2:12]1. The yield is 0.810. (9) The reactants are [CH3:1][C:2]1([CH3:17])[NH:8][CH2:7][C:6]2[CH:9]=[CH:10][C:11]([C:13]([O:15][CH3:16])=[O:14])=[CH:12][C:5]=2[O:4][CH2:3]1.N1C=CC=CC=1.[CH3:24][C:25]1([C:29](Cl)=[O:30])[CH2:28][CH2:27][CH2:26]1. The catalyst is C1COCC1. The product is [CH3:1][C:2]1([CH3:17])[N:8]([C:29]([C:25]2([CH3:24])[CH2:28][CH2:27][CH2:26]2)=[O:30])[CH2:7][C:6]2[CH:9]=[CH:10][C:11]([C:13]([O:15][CH3:16])=[O:14])=[CH:12][C:5]=2[O:4][CH2:3]1. The yield is 0.190.